This data is from Catalyst prediction with 721,799 reactions and 888 catalyst types from USPTO. The task is: Predict which catalyst facilitates the given reaction. (1) Reactant: Br[C:2]1[CH:7]=[CH:6][CH:5]=[CH:4][C:3]=1[NH:8][C:9](=[O:36])[N:10]([CH2:13][C:14]1[CH:19]=[C:18]([C:20]([F:23])([F:22])[F:21])[CH:17]=[CH:16][C:15]=1[C:24]1[C:29]([O:30][CH3:31])=[CH:28][CH:27]=[C:26]([CH2:32][C:33]([OH:35])=[O:34])[CH:25]=1)[CH2:11][CH3:12]. Product: [CH2:11]([N:10]([CH2:13][C:14]1[CH:19]=[C:18]([C:20]([F:23])([F:22])[F:21])[CH:17]=[CH:16][C:15]=1[C:24]1[C:29]([O:30][CH3:31])=[CH:28][CH:27]=[C:26]([CH2:32][C:33]([OH:35])=[O:34])[CH:25]=1)[C:9]([NH:8][C:3]1[CH:4]=[CH:5][CH:6]=[CH:7][CH:2]=1)=[O:36])[CH3:12]. The catalyst class is: 50. (2) Reactant: [CH2:1]([O:3][C:4](=[O:27])[C:5]1[CH:10]=[C:9]([F:11])[C:8]([N:12]2[CH2:16][CH2:15][C@H:14]([NH:17][C:18]([O:20][C:21]([CH3:24])([CH3:23])[CH3:22])=[O:19])[CH2:13]2)=[C:7]([F:25])[C:6]=1F)[CH3:2].[CH:28]1([NH2:31])[CH2:30][CH2:29]1. Product: [CH2:1]([O:3][C:4](=[O:27])[C:5]1[CH:10]=[C:9]([F:11])[C:8]([N:12]2[CH2:16][CH2:15][C@H:14]([NH:17][C:18]([O:20][C:21]([CH3:22])([CH3:23])[CH3:24])=[O:19])[CH2:13]2)=[C:7]([F:25])[C:6]=1[NH:31][CH:28]1[CH2:30][CH2:29]1)[CH3:2]. The catalyst class is: 16.